This data is from Catalyst prediction with 721,799 reactions and 888 catalyst types from USPTO. The task is: Predict which catalyst facilitates the given reaction. Reactant: [NH2:1][C@H:2]([C:10]([OH:12])=[O:11])[CH2:3][CH2:4][CH2:5][NH:6][C:7](=[NH:9])[NH2:8].[CH:13]1([C:19](Cl)=[O:20])[CH2:18][CH2:17][CH2:16][CH2:15][CH2:14]1.Cl. Product: [CH:13]1([C:19]([NH:1][C@H:2]([C:10]([OH:12])=[O:11])[CH2:3][CH2:4][CH2:5][NH:6][C:7](=[NH:8])[NH2:9])=[O:20])[CH2:18][CH2:17][CH2:16][CH2:15][CH2:14]1. The catalyst class is: 74.